From a dataset of Forward reaction prediction with 1.9M reactions from USPTO patents (1976-2016). Predict the product of the given reaction. (1) Given the reactants [Cl-].[CH:2]([C:5]1[CH:27]=[CH:26][C:8]([NH:9][C:10]2[C:11]([NH2+:16][C:17]3[CH:22]=[CH:21][C:20]([CH:23]([CH3:25])[CH3:24])=[CH:19][CH:18]=3)=[N:12][CH:13]=[CH:14][N:15]=2)=[CH:7][CH:6]=1)([CH3:4])[CH3:3].[CH:28](OCC)(OCC)[O:29][CH2:30][CH3:31], predict the reaction product. The product is: [CH2:30]([O:29][CH:28]1[N:16]([C:17]2[CH:18]=[CH:19][C:20]([CH:23]([CH3:25])[CH3:24])=[CH:21][CH:22]=2)[C:11]2=[N:12][CH:13]=[CH:14][N:15]=[C:10]2[N:9]1[C:8]1[CH:26]=[CH:27][C:5]([CH:2]([CH3:4])[CH3:3])=[CH:6][CH:7]=1)[CH3:31]. (2) The product is: [Br:18][C:7]1[CH:8]=[CH:9][C:4]2[NH:3][C:2](=[O:10])[O:1][C:5]=2[CH:6]=1. Given the reactants [O:1]1[C:5]2[CH:6]=[CH:7][CH:8]=[CH:9][C:4]=2[NH:3][C:2]1=[O:10].C1C(=O)N([Br:18])C(=O)C1, predict the reaction product.